Dataset: Experimentally validated miRNA-target interactions with 360,000+ pairs, plus equal number of negative samples. Task: Binary Classification. Given a miRNA mature sequence and a target amino acid sequence, predict their likelihood of interaction. (1) The miRNA is hsa-miR-557 with sequence GUUUGCACGGGUGGGCCUUGUCU. The protein sequence of the target gene is MDEVEQDQHEARLKELFDSFDTTGTGSLGQEELTDLCHMLSLEEVAPVLQQTLLQDNLLGRVHFDQFKEALILILSRTLSNEEHFQEPDCSLEAQPKYVRGGKRYGRRSLPEFQESVEEFPEVTVIEPLDEEARPSHIPAGDCSEHWKTQRSEEYEAEGQLRFWNPDDLNASQSGSSPPQDWIEEKLQEVCEDLGITRDGHLNRKKLVSICEQYGLQNVDGEMLEEVFHNLDPDGTMSVEDFFYGLFKNGKSLTPSASTPYRQLKRHLSMQSFDESGRRTTTSSAMTSTIGFRVFSCLDD.... Result: 0 (no interaction). (2) The miRNA is hsa-miR-598-3p with sequence UACGUCAUCGUUGUCAUCGUCA. The protein sequence of the target gene is MGEMEQLRQEAEQLKKQIADARKACADVTLAELVSGLEVVGRVQMRTRRTLRGHLAKIYAMHWATDSKLLVSASQDGKLIVWDSYTTNKVHAIPLRSSWVMTCAYAPSGNFVACGGLDNMCSIYNLKSREGNVKVSRELSAHTGYLSCCRFLDDNNIVTSSGDTTCALWDIETGQQKTVFVGHTGDCMSLAVSPDFNLFISGACDASAKLWDVREGTCRQTFTGHESDINAICFFPNGEAICTGSDDASCRLFDLRADQELICFSHESIICGITSVAFSLSGRLLFAGYDDFNCNVWDSM.... Result: 0 (no interaction). (3) The miRNA is hsa-miR-561-5p with sequence AUCAAGGAUCUUAAACUUUGCC. The protein sequence of the target gene is MGRRSTSSTKSGKFMNPTDQARKEARKRELKKNKKQRMMVRAAVLKMKDPKQIIRDMEKLDEMEFNPVQQPQLNEKVLKDKRKKLRETFERILRLYEKENPDIYKELRKLEVEYEQKRAQLSQYFDAVKNAQHVEVESIPLPDMPHAPSNILIQDIPLPGAQPPSILKKTSAYGPPTRAVSILPLLGHGVPRLPPGRKPPGPPPGPPPPQVVQMYGRKVGFALDLPPRRRDEDMLYSPELAQRGHDDDVSSTSEDDGYPEDMDQDKHDDSTDDSDTDKSDGESDGDEFVHRDNGERDNNE.... Result: 0 (no interaction). (4) The miRNA is hsa-miR-5579-3p with sequence UUAGCUUAAGGAGUACCAGAUC. The protein sequence of the target gene is MSASLSRAAAALLRWGRSAGGGGLPGAGVRAASSGGQAEQLDALVKKDKVVVFLKGTPEQPQCGFSNAVVQILRLHGVRDYAAYNVLDDPELRQGIKDYSNWPTIPQVYLNGEFVGGCDILLQMHQNGDLVEELKKLGIRSALVDEKDQDSK. Result: 0 (no interaction). (5) The miRNA is mmu-miR-210-3p with sequence CUGUGCGUGUGACAGCGGCUGA. The protein sequence of the target gene is MDKYDDLGLEASKFIEDLNMYEASKDGLFRVDKGAGNNPEFEETRRVFATKMAKIHLQQQQQQQLLQEEALPRAGRSPVNGGNRQGASGKLAADGAAKPPLAVPTVAPGLATTTAAAQPSYPSQEQRIRPSAHGARPGSQNCGSREGPVSSQRPALHGLSPSCEDPSCLTHGDYYDNFSLASPQWGDKPEGCPSVSLGVGSGWPGCPGNDSTLPKSCGDHHPYQPQLSTVCSGRSFESGISGQDGGIGGHSSEKPTGLWSTASSQRVNLGFSSMGLENGTSAQPKGTTVSAPMVPSSASQ.... Result: 0 (no interaction). (6) The miRNA is hsa-miR-4768-3p with sequence CCAGGAGAUCCAGAGAGAAU. The protein sequence of the target gene is MLKREGKVQPYTKTLDGGWGWMIVIHFFLVNVFVMGMTKTFAIFFVVFQEEFEGTSEQIGWIGSIMSSLRFCAGPLVAIICDILGEKTTSILGAFVVTGGYLISSWATSIPFLCVTMGLLPGLGSAFLYQVAAVVTTKYFKKRLALSTAIARSGMGLTFLLAPFTKFLIDLYDWTGALILFGAIALNLVPSSMLLRPIHIKSENNSGIKDKGSSLSAHGPEAHATETHCHETEESTIKDSTTQKAGLPSKNLTVSQNQSEEFYNGPNRNRLLLKSDEESDKVISWSCKQLFDISLFRNPF.... Result: 1 (interaction).